Dataset: Full USPTO retrosynthesis dataset with 1.9M reactions from patents (1976-2016). Task: Predict the reactants needed to synthesize the given product. (1) Given the product [P:52]([O:27][CH2:26][C@H:24]1[S:25][C@@H:16]([N:13]2[CH:14]=[CH:15][C:10]([NH2:9])=[N:11][C:12]2=[O:31])[C@H:17]([OH:18])[C@@H:19]1[OH:20])([O:51][P:48]([O:47][P:44]([OH:46])([OH:56])=[O:45])([OH:50])=[O:49])(=[O:53])[OH:54], predict the reactants needed to synthesize it. The reactants are: C([NH:9][C:10]1[CH:15]=[CH:14][N:13]([C@@H:16]2[S:25][C@H:24]([CH2:26][OH:27])[C@@H:19]([O:20]C(=O)C)[C@@:17]2(C(=O)C)[OH:18])[C:12](=[O:31])[N:11]=1)(=O)C1C=CC=CC=1.P(Cl)([O-])OCC1C(=CC=CC=1)O.[P:44]([O:56]C[C@H]1S[C@@H](N2C=CC(=O)NC2=O)[C@H](O)[C@@H]1O)([O:47][P:48]([O:51][P:52](O)([OH:54])=[O:53])([OH:50])=[O:49])(=[O:46])[OH:45]. (2) Given the product [F:8][C:6]1[CH:5]=[CH:4][C:3]([C:9]2[N:14]=[CH:13][N:12]=[C:11]([NH:15][C:16]3[CH:21]=[CH:20][CH:19]=[C:18]([CH2:22][S:23]([CH3:26])(=[O:25])=[O:24])[CH:17]=3)[N:10]=2)=[C:2]([O:31][CH2:30][CH2:29][O:28][CH3:27])[CH:7]=1, predict the reactants needed to synthesize it. The reactants are: F[C:2]1[CH:7]=[C:6]([F:8])[CH:5]=[CH:4][C:3]=1[C:9]1[N:14]=[CH:13][N:12]=[C:11]([NH:15][C:16]2[CH:21]=[CH:20][CH:19]=[C:18]([CH2:22][S:23]([CH3:26])(=[O:25])=[O:24])[CH:17]=2)[N:10]=1.[CH3:27][O:28][CH2:29][CH2:30][OH:31]. (3) Given the product [F:1][C:2]([F:48])([F:47])[C:3]1[CH:4]=[C:5]([CH:40]=[C:41]([C:43]([F:46])([F:45])[F:44])[CH:42]=1)[CH2:6][N:7]([CH2:15][C:16]1[CH:35]=[C:34]([C:36]([F:39])([F:38])[F:37])[CH:33]=[CH:32][C:17]=1[C:18]([N:20]([CH2:30][CH3:31])[CH2:21][CH2:22][C:23]([O:25][C:26]([CH3:29])([CH3:28])[CH3:27])=[O:24])=[O:19])[C:8]1[N:13]=[CH:12][C:11]([N:76]2[CH2:81][CH2:80][O:79][CH2:78][CH2:77]2)=[CH:10][N:9]=1, predict the reactants needed to synthesize it. The reactants are: [F:1][C:2]([F:48])([F:47])[C:3]1[CH:4]=[C:5]([CH:40]=[C:41]([C:43]([F:46])([F:45])[F:44])[CH:42]=1)[CH2:6][N:7]([CH2:15][C:16]1[CH:35]=[C:34]([C:36]([F:39])([F:38])[F:37])[CH:33]=[CH:32][C:17]=1[C:18]([N:20]([CH2:30][CH3:31])[CH2:21][CH2:22][C:23]([O:25][C:26]([CH3:29])([CH3:28])[CH3:27])=[O:24])=[O:19])[C:8]1[N:13]=[CH:12][C:11](Br)=[CH:10][N:9]=1.C(P(C(C)(C)C)C1C=CC=CC=1C1C=CC=CC=1)(C)(C)C.CC(C)([O-])C.[Na+].[NH:76]1[CH2:81][CH2:80][O:79][CH2:78][CH2:77]1.C(=O)(O)[O-].[Na+]. (4) Given the product [CH:1]1([CH2:7][CH2:8][CH2:9][C@@H:10]([C:19]2[O:23][N:22]=[C:21]([CH2:24][NH:39][CH:36]3[CH2:38][CH2:37]3)[N:20]=2)[CH2:11][C:12]([O:14][C:15]([CH3:18])([CH3:16])[CH3:17])=[O:13])[CH2:6][CH2:5][CH2:4][CH2:3][CH2:2]1, predict the reactants needed to synthesize it. The reactants are: [CH:1]1([CH2:7][CH2:8][CH2:9][C@@H:10]([C:19]2[O:23][N:22]=[C:21]([CH2:24]OS(C3C=CC(C)=CC=3)(=O)=O)[N:20]=2)[CH2:11][C:12]([O:14][C:15]([CH3:18])([CH3:17])[CH3:16])=[O:13])[CH2:6][CH2:5][CH2:4][CH2:3][CH2:2]1.[CH:36]1([NH2:39])[CH2:38][CH2:37]1. (5) The reactants are: [Br:1][C:2]1[CH:7]=[CH:6][C:5]([C:8]2[O:12][N:11]=[C:10]([CH3:13])[C:9]=2[CH:14]=[O:15])=[CH:4][CH:3]=1.[C:16]1([CH2:22][CH2:23][CH2:24][Mg]Br)[CH:21]=[CH:20][CH:19]=[CH:18][CH:17]=1. Given the product [Br:1][C:2]1[CH:3]=[CH:4][C:5]([C:8]2[O:12][N:11]=[C:10]([CH3:13])[C:9]=2[CH:14]([OH:15])[CH2:24][CH2:23][CH2:22][C:16]2[CH:21]=[CH:20][CH:19]=[CH:18][CH:17]=2)=[CH:6][CH:7]=1, predict the reactants needed to synthesize it. (6) Given the product [CH3:6][O:5][C:3](=[O:4])[C:2]([NH:8][C:9]1[CH:10]=[CH:11][C:12]([O:13][C@@H:14]2[CH2:19][CH2:18][C@H:17]([C:20]([O:22][CH2:23][CH3:24])=[O:21])[CH2:16][CH2:15]2)=[CH:25][CH:26]=1)=[O:7], predict the reactants needed to synthesize it. The reactants are: Cl[C:2](=[O:7])[C:3]([O:5][CH3:6])=[O:4].[NH2:8][C:9]1[CH:26]=[CH:25][C:12]([O:13][C@@H:14]2[CH2:19][CH2:18][C@H:17]([C:20]([O:22][CH2:23][CH3:24])=[O:21])[CH2:16][CH2:15]2)=[CH:11][CH:10]=1.N1C=CC=CC=1. (7) Given the product [F:11][C:10]([F:12])([CH:9]([F:13])[O:8][C:7]([F:15])([F:14])[C:6]([F:20])([O:5][C:4]([F:21])([F:22])[C:3]([F:23])([F:24])[C:2]([F:25])([F:26])[F:1])[C:16]([F:17])([F:19])[F:18])[C:27](=[O:29])[CH3:28], predict the reactants needed to synthesize it. The reactants are: [F:1][C:2]([F:26])([F:25])[C:3]([F:24])([F:23])[C:4]([F:22])([F:21])[O:5][C:6]([F:20])([C:16]([F:19])([F:18])[F:17])[C:7]([F:15])([F:14])[O:8][C:9]([F:13])=[C:10]([F:12])[F:11].[CH:27](=[O:29])[CH3:28].O. (8) Given the product [CH:1]([C:3]1[CH:8]=[CH:7][C:6]([C:18]2[CH2:23][CH2:22][N:21]([C:24]([O:26][C:27]([CH3:30])([CH3:29])[CH3:28])=[O:25])[CH2:20][CH:19]=2)=[CH:5][CH:4]=1)=[O:2], predict the reactants needed to synthesize it. The reactants are: [CH:1]([C:3]1[CH:8]=[CH:7][C:6](B(O)O)=[CH:5][CH:4]=1)=[O:2].FC(F)(F)S(O[C:18]1[CH2:23][CH2:22][N:21]([C:24]([O:26][C:27]([CH3:30])([CH3:29])[CH3:28])=[O:25])[CH2:20][CH:19]=1)(=O)=O.C(=O)([O-])[O-].[Cs+].[Cs+].